Task: Regression/Classification. Given a drug SMILES string, predict its toxicity properties. Task type varies by dataset: regression for continuous values (e.g., LD50, hERG inhibition percentage) or binary classification for toxic/non-toxic outcomes (e.g., AMES mutagenicity, cardiotoxicity, hepatotoxicity). Dataset: ld50_zhu.. Dataset: Acute oral toxicity (LD50) regression data from Zhu et al. The molecule is CCCCNC(N)=O. The rat oral LD50 is 1.97, given as -log10 of the dose in mol/kg body weight (higher means more acutely toxic).